Dataset: Forward reaction prediction with 1.9M reactions from USPTO patents (1976-2016). Task: Predict the product of the given reaction. (1) Given the reactants [NH2:1][C:2]1[N:6]([C:7]2[CH:8]=[C:9]([CH:16]=[CH:17][C:18]=2[CH3:19])[C:10]([NH:12][CH:13]2[CH2:15][CH2:14]2)=[O:11])[CH:5]=[N:4][C:3]=1[C:20](=O)[C:21]1[CH:26]=[CH:25][CH:24]=[CH:23][CH:22]=1.[NH2:28][C:29](N)=[O:30], predict the reaction product. The product is: [CH:13]1([NH:12][C:10](=[O:11])[C:9]2[CH:16]=[CH:17][C:18]([CH3:19])=[C:7]([N:6]3[CH:5]=[N:4][C:3]4[C:2]3=[N:1][C:29]([OH:30])=[N:28][C:20]=4[C:21]3[CH:26]=[CH:25][CH:24]=[CH:23][CH:22]=3)[CH:8]=2)[CH2:15][CH2:14]1. (2) The product is: [Br:1][C:2]1[CH:3]=[C:4]2[C:9](=[CH:10][CH:11]=1)[N:8]=[C:7]([C:12]1[CH:17]=[CH:16][CH:15]=[C:14]([Cl:18])[CH:13]=1)[N:6]([CH2:19][C:20]([NH:22][C:23]([CH3:25])([CH3:24])[CH3:26])=[O:21])[C:5]2=[O:27]. Given the reactants [Br:1][C:2]1[CH:3]=[C:4]2[C:9](=[CH:10][CH:11]=1)[NH:8][CH:7]([C:12]1[CH:17]=[CH:16][CH:15]=[C:14]([Cl:18])[CH:13]=1)[N:6]([CH2:19][C:20]([NH:22][C:23]([CH3:26])([CH3:25])[CH3:24])=[O:21])[C:5]2=[O:27], predict the reaction product. (3) Given the reactants [C:1]1([C:23]2[CH:28]=[CH:27][CH:26]=[CH:25][CH:24]=2)[CH:6]=[CH:5][C:4]([CH2:7][C@@H:8]([NH:15][C:16]([O:18][C:19]([CH3:22])([CH3:21])[CH3:20])=[O:17])/[CH:9]=[C:10](\[CH3:14])/[C:11]([OH:13])=[O:12])=[CH:3][CH:2]=1, predict the reaction product. The product is: [C:1]1([C:23]2[CH:24]=[CH:25][CH:26]=[CH:27][CH:28]=2)[CH:2]=[CH:3][C:4]([CH2:7][C@@H:8]([NH:15][C:16]([O:18][C:19]([CH3:22])([CH3:20])[CH3:21])=[O:17])[CH2:9][C@@H:10]([CH3:14])[C:11]([OH:13])=[O:12])=[CH:5][CH:6]=1. (4) Given the reactants [CH2:1]([O:12]P(O)(O)=O)[C@@H:2]([OH:11])[C@@H:3]([OH:10])[C@H:4]([OH:9])[C:5]([CH2:7][OH:8])=[O:6].[O:17]=[CH:18][C@@H:19]([C@H:21]([C@@H:23]([CH2:25][OH:26])[OH:24])[OH:22])[OH:20].O=C[C@@H]([C@H]([C@H](CO)O)O)O.O=C[C@@H]([C@H]([C@@H]([C@@H](CO)O)O)O)O, predict the reaction product. The product is: [O:8]=[CH:7][C@@H:5]([C@H:4]([C@@H:3]([C@@H:2]([CH2:1][OH:12])[OH:11])[OH:10])[OH:9])[OH:6].[CH2:25]([OH:26])[CH:23]([OH:24])[CH:21]([OH:22])[CH:19]([OH:20])[CH:18]=[O:17].